Dataset: Reaction yield outcomes from USPTO patents with 853,638 reactions. Task: Predict the reaction yield, written as a fraction of the theoretical maximum amount of product (1.0 means a 100% yield; for example, 0.34 means a 34% yield). (1) The reactants are [OH-].[Na+].Cl.[Br:4][C:5]1[CH:10]=[CH:9][N:8]=[CH:7][CH:6]=1.[CH:11]([N-]C(C)C)([CH3:13])[CH3:12].[Li+].C(I)C=C. The catalyst is [Cl-].[Na+].O.CCCCCC.O1CCCC1.C1(C)C=CC=CC=1. The product is [CH2:13]([C:6]1[CH:7]=[N:8][CH:9]=[CH:10][C:5]=1[Br:4])[CH:11]=[CH2:12]. The yield is 0.190. (2) The reactants are C(NC(C)C)(C)C.[C:8]([C:11]1[CH:12]=[N:13][CH:14]=[CH:15][CH:16]=1)(=[O:10])[CH3:9].[CH3:17][C:18]1([CH3:32])[O:22][C@H:21]([C:23]2[C:24]([F:31])=[C:25]([CH:28]=[CH:29][CH:30]=2)[CH:26]=[O:27])[CH2:20][O:19]1.Cl. The catalyst is C1COCC1. The product is [CH3:17][C:18]1([CH3:32])[O:22][C@H:21]([C:23]2[C:24]([F:31])=[C:25]([CH:26]([OH:27])[CH2:9][C:8]([C:11]3[CH:12]=[N:13][CH:14]=[CH:15][CH:16]=3)=[O:10])[CH:28]=[CH:29][CH:30]=2)[CH2:20][O:19]1. The yield is 0.450. (3) The reactants are [C:1]([C:3]([C:6]1[CH:7]=[C:8]([CH:12]=[CH:13][CH:14]=1)[C:9]([OH:11])=O)([CH3:5])[CH3:4])#[N:2].CN(C)C=O.[NH2:20][C:21]1[CH:22]=[CH:23][C:24]([O:28][CH3:29])=[C:25]([OH:27])[CH:26]=1.C(N(C(C)C)C(C)C)C. The catalyst is C(Cl)(=O)C(Cl)=O.O. The product is [C:1]([C:3]([C:6]1[CH:7]=[C:8]([CH:12]=[CH:13][CH:14]=1)[C:9]([NH:20][C:21]1[CH:22]=[CH:23][C:24]([O:28][CH3:29])=[C:25]([OH:27])[CH:26]=1)=[O:11])([CH3:4])[CH3:5])#[N:2]. The yield is 0.580. (4) The reactants are [N:1]1[C:10]2[C:5](=[CH:6][CH:7]=[CH:8][CH:9]=2)[C:4]([CH:11]=[CH:12][CH2:13][NH2:14])=[CH:3][CH:2]=1. The catalyst is [Pd].CO. The product is [N:1]1[C:10]2[C:5](=[CH:6][CH:7]=[CH:8][CH:9]=2)[C:4]([CH2:11][CH2:12][CH2:13][NH2:14])=[CH:3][CH:2]=1. The yield is 0.763. (5) The reactants are [C:1]1([C:7]2[N:16]=[C:15]([C:17](O)=[O:18])[C:14]3[C:9](=[CH:10][CH:11]=[CH:12][CH:13]=3)[N:8]=2)[CH:6]=[CH:5][CH:4]=[CH:3][CH:2]=1.Cl.[OH:21][C:22]1[C:31]([N:32]([CH3:34])[CH3:33])=[CH:30][CH:29]=[C:28]2[C:23]=1[CH2:24][CH2:25][NH:26][CH2:27]2. No catalyst specified. The product is [C:1]1([C:7]2[N:16]=[C:15]([C:17]([N:26]3[CH2:25][CH2:24][C:23]4[C:28](=[CH:29][CH:30]=[C:31]([N:32]([CH3:34])[CH3:33])[C:22]=4[OH:21])[CH2:27]3)=[O:18])[C:14]3[C:9](=[CH:10][CH:11]=[CH:12][CH:13]=3)[N:8]=2)[CH:2]=[CH:3][CH:4]=[CH:5][CH:6]=1. The yield is 0.0900. (6) The reactants are [CH:1]([C:4]1[CH:9]=[CH:8][C:7]([CH:10]2[CH2:14][O:13][C:12]3[C:15]4[C:20]([C:21]([OH:24])=[C:22]([CH3:23])[C:11]2=3)=[CH:19][CH:18]=[CH:17][CH:16]=4)=[CH:6][CH:5]=1)([CH3:3])[CH3:2].[F:25][C:26]([F:32])([F:31])[S:27]([O-])(=[O:29])=[O:28].O. The catalyst is CN(C)C1C=CN=CC=1.N1C=CC=CC=1. The product is [F:25][C:26]([F:32])([F:31])[S:27]([O:24][C:21]1[C:20]2[C:15](=[CH:16][CH:17]=[CH:18][CH:19]=2)[C:12]2[O:13][CH2:14][CH:10]([C:7]3[CH:8]=[CH:9][C:4]([CH:1]([CH3:3])[CH3:2])=[CH:5][CH:6]=3)[C:11]=2[C:22]=1[CH3:23])(=[O:29])=[O:28]. The yield is 0.760.